Dataset: Forward reaction prediction with 1.9M reactions from USPTO patents (1976-2016). Task: Predict the product of the given reaction. (1) Given the reactants C(=O)([O-])[O-].[K+].[K+].[C:7]([NH:10][OH:11])(=O)[CH3:8].C(C1[N:19]=[CH:18][C:17]([N:20](C(OC(C)(C)C)=O)[C:21]([O:23][C:24]([CH3:27])([CH3:26])[CH3:25])=[O:22])=[CH:16][C:15]=1F)#N.C[N:37](C=O)C, predict the reaction product. The product is: [NH2:37][C:7]1[C:8]2=[N:19][CH:18]=[C:17]([NH:20][C:21](=[O:22])[O:23][C:24]([CH3:26])([CH3:25])[CH3:27])[CH:16]=[C:15]2[O:11][N:10]=1. (2) Given the reactants [Cl:1][CH2:2][C:3]([C:15]1[CH:20]=[CH:19][C:18]([F:21])=[CH:17][C:16]=1[F:22])([OH:14])[CH:4]([O:6][Si](C(C)(C)C)(C)C)[CH3:5].[F-].[K+].O.C(OCC)(=O)C, predict the reaction product. The product is: [Cl:1][CH2:2][C:3]([C:15]1[CH:20]=[CH:19][C:18]([F:21])=[CH:17][C:16]=1[F:22])([OH:14])[CH:4]([OH:6])[CH3:5]. (3) The product is: [NH2:45][C:43]1[CH:44]=[CH:39][CH:40]=[CH:41][C:42]=1[NH:2][C:3](=[O:26])[C:4]1[CH:9]=[CH:8][CH:7]=[C:6]([NH:10][C:11]2[S:12][CH:13]=[C:14]([C:16]3[N:20]4[CH:21]=[CH:22][CH:23]=[CH:24][C:19]4=[N:18][C:17]=3[CH3:25])[N:15]=2)[CH:5]=1. Given the reactants O[NH:2][C:3](=[O:26])[C:4]1[CH:9]=[CH:8][CH:7]=[C:6]([NH:10][C:11]2[S:12][CH:13]=[C:14]([C:16]3[N:20]4[CH:21]=[CH:22][CH:23]=[CH:24][C:19]4=[N:18][C:17]=3[CH3:25])[N:15]=2)[CH:5]=1.CCN=C=NCCCN(C)C.Cl.[CH:39]1[CH:40]=[CH:41][C:42]2N(O)N=[N:45][C:43]=2[CH:44]=1.C(N(C(C)C)CC)(C)C, predict the reaction product. (4) Given the reactants [CH2:1]([C:3]([C:17]1[CH:22]=[CH:21][C:20]([OH:23])=[C:19]([CH3:24])[CH:18]=1)([C:6]1[O:7][C:8]2[CH:14]=[CH:13][C:12]([CH2:15][OH:16])=[CH:11][C:9]=2[CH:10]=1)[CH2:4][CH3:5])[CH3:2].Br[CH2:26][C:27](=[O:32])[C:28]([CH3:31])([CH3:30])[CH3:29].C([O-])([O-])=O.[K+].[K+], predict the reaction product. The product is: [CH2:1]([C:3]([C:17]1[CH:22]=[CH:21][C:20]([O:23][CH2:26][C:27](=[O:32])[C:28]([CH3:31])([CH3:30])[CH3:29])=[C:19]([CH3:24])[CH:18]=1)([C:6]1[O:7][C:8]2[CH:14]=[CH:13][C:12]([CH2:15][OH:16])=[CH:11][C:9]=2[CH:10]=1)[CH2:4][CH3:5])[CH3:2]. (5) Given the reactants [Br:1][C:2]1[CH:10]=[C:9]([N+:11]([O-:13])=[O:12])[CH:8]=[CH:7][C:3]=1[C:4]([OH:6])=O.[CH2:14]([NH2:17])[CH:15]=[CH2:16].S(Cl)(Cl)=O.Cl, predict the reaction product. The product is: [CH2:14]([NH:17][C:4](=[O:6])[C:3]1[CH:7]=[CH:8][C:9]([N+:11]([O-:13])=[O:12])=[CH:10][C:2]=1[Br:1])[CH:15]=[CH2:16]. (6) Given the reactants [CH:1]1([N:4]([CH:18]2[CH2:23][CH2:22][N:21]([C:24](=[NH:27])[NH:25][OH:26])[CH2:20][CH2:19]2)[C:5](=[O:17])[C:6]2[CH:11]=[CH:10][C:9]([C:12]3[O:16][CH:15]=[N:14][CH:13]=3)=[CH:8][CH:7]=2)[CH2:3][CH2:2]1.[CH:28]1([C:32](Cl)=O)[CH2:31][CH2:30][CH2:29]1, predict the reaction product. The product is: [CH:28]1([C:32]2[O:26][N:25]=[C:24]([N:21]3[CH2:22][CH2:23][CH:18]([N:4]([CH:1]4[CH2:3][CH2:2]4)[C:5](=[O:17])[C:6]4[CH:11]=[CH:10][C:9]([C:12]5[O:16][CH:15]=[N:14][CH:13]=5)=[CH:8][CH:7]=4)[CH2:19][CH2:20]3)[N:27]=2)[CH2:31][CH2:30][CH2:29]1.